From a dataset of Full USPTO retrosynthesis dataset with 1.9M reactions from patents (1976-2016). Predict the reactants needed to synthesize the given product. (1) Given the product [Cl:58][C:59]1[CH:64]=[CH:63][CH:62]=[CH:61][C:60]=1[CH2:65][NH:66][C:22]([C:21]1[CH:20]=[N:19][N:12]2[C@H:13]([C:15]([F:16])([F:18])[F:17])[CH2:14][C@H:9]([C:6]3[CH:5]=[CH:4][C:3]([CH2:1][CH3:2])=[CH:8][CH:7]=3)[NH:10][C:11]=12)=[O:23], predict the reactants needed to synthesize it. The reactants are: [CH2:1]([C:3]1[CH:8]=[CH:7][C:6]([C@H:9]2[CH2:14][C@@H:13]([C:15]([F:18])([F:17])[F:16])[N:12]3[N:19]=[CH:20][C:21]([C:22](O)=[O:23])=[C:11]3[NH:10]2)=[CH:5][CH:4]=1)[CH3:2].CN(C(ON1N=NC2C=CC=NC1=2)=[N+](C)C)C.F[P-](F)(F)(F)(F)F.C(N(CC)C(C)C)(C)C.[Cl:58][C:59]1[CH:64]=[CH:63][CH:62]=[CH:61][C:60]=1[CH2:65][NH2:66]. (2) Given the product [CH3:14][O:13][CH2:12][CH:11]([NH:10][C:8]([C:6]1[CH:5]=[N:4][CH:3]=[C:2]([N:26]2[CH2:30][CH2:29][CH2:28][CH2:27]2)[N:7]=1)=[O:9])[C:15]1[CH:20]=[CH:19][C:18]([O:21][C:22]([F:25])([F:24])[F:23])=[CH:17][CH:16]=1, predict the reactants needed to synthesize it. The reactants are: Cl[C:2]1[N:7]=[C:6]([C:8]([NH:10][CH:11]([C:15]2[CH:20]=[CH:19][C:18]([O:21][C:22]([F:25])([F:24])[F:23])=[CH:17][CH:16]=2)[CH2:12][O:13][CH3:14])=[O:9])[CH:5]=[N:4][CH:3]=1.[NH:26]1[CH2:30][CH2:29][CH2:28][CH2:27]1.C(=O)([O-])[O-].[K+].[K+].CS(C)=O. (3) Given the product [C:4]([OH:6])(=[O:5])[CH:3]=[CH2:1].[NH2:12][C:11]([O:9][CH2:8][CH3:3])=[O:10], predict the reactants needed to synthesize it. The reactants are: [CH2:1]([C:3]([CH2:8][OH:9])(C)[C:4]([OH:6])=[O:5])O.[O:10]=[C:11]=[N:12]C1CC(C)(C)CC(C)(CN=C=O)C1.C(OCCO)(=O)C=C.COC1C=CC(O)=CC=1.C(C1C=CC(C)=C(O)C=1C(C)(C)C)(C)(C)C.C([O-])(=O)CCCCCCCCCCC.C([O-])(=O)CCCCCCCCCCC.C([Sn+2]CCCC)CCC. (4) Given the product [S:28]1[CH:29]=[C:30]([C:19]2[CH:20]=[C:21]([Cl:24])[CH:22]=[CH:23][C:18]=2[O:17][C@H:15]([CH3:16])[CH2:14][CH2:13][O:12][C:9]2[CH:10]=[CH:11][C:6]([CH2:5][CH2:4][C:3]([OH:2])=[O:27])=[C:7]([CH3:26])[CH:8]=2)[C:31]2[CH:36]=[CH:35][CH:34]=[CH:33][C:32]1=2, predict the reactants needed to synthesize it. The reactants are: C[O:2][C:3](=[O:27])[CH2:4][CH2:5][C:6]1[CH:11]=[CH:10][C:9]([O:12][CH2:13][CH2:14][C@H:15]([O:17][C:18]2[CH:23]=[CH:22][C:21]([Cl:24])=[CH:20][C:19]=2Br)[CH3:16])=[CH:8][C:7]=1[CH3:26].[S:28]1[C:32]2[CH:33]=[CH:34][CH:35]=[CH:36][C:31]=2[C:30](B(O)O)=[CH:29]1. (5) Given the product [C:27]([C:2]1[CH:3]=[CH:4][C:5]([CH2:6][C@@:7]2([CH3:24])[N:11]3[CH:12]=[CH:13][N:14]=[C:10]3[N:9]([C:15]3[CH:20]=[C:19]([Cl:21])[CH:18]=[C:17]([Cl:22])[CH:16]=3)[C:8]2=[O:23])=[CH:25][CH:26]=1)#[N:28], predict the reactants needed to synthesize it. The reactants are: Br[C:2]1[CH:26]=[CH:25][C:5]([CH2:6][C@@:7]2([CH3:24])[N:11]3[CH:12]=[CH:13][N:14]=[C:10]3[N:9]([C:15]3[CH:20]=[C:19]([Cl:21])[CH:18]=[C:17]([Cl:22])[CH:16]=3)[C:8]2=[O:23])=[CH:4][CH:3]=1.[C:27]([Cu])#[N:28].